The task is: Regression. Given a peptide amino acid sequence and an MHC pseudo amino acid sequence, predict their binding affinity value. This is MHC class I binding data.. This data is from Peptide-MHC class I binding affinity with 185,985 pairs from IEDB/IMGT. The peptide sequence is EVVDMLSTY. The MHC is HLA-B48:01 with pseudo-sequence HLA-B48:01. The binding affinity (normalized) is 0.0847.